From a dataset of NCI-60 drug combinations with 297,098 pairs across 59 cell lines. Regression. Given two drug SMILES strings and cell line genomic features, predict the synergy score measuring deviation from expected non-interaction effect. (1) Drug 1: CN(CC1=CN=C2C(=N1)C(=NC(=N2)N)N)C3=CC=C(C=C3)C(=O)NC(CCC(=O)O)C(=O)O. Cell line: HT29. Synergy scores: CSS=45.4, Synergy_ZIP=4.07, Synergy_Bliss=2.66, Synergy_Loewe=-21.4, Synergy_HSA=2.14. Drug 2: CC(C)NC(=O)C1=CC=C(C=C1)CNNC.Cl. (2) Drug 1: CNC(=O)C1=CC=CC=C1SC2=CC3=C(C=C2)C(=NN3)C=CC4=CC=CC=N4. Drug 2: COC1=C(C=C2C(=C1)N=CN=C2NC3=CC(=C(C=C3)F)Cl)OCCCN4CCOCC4. Cell line: SW-620. Synergy scores: CSS=4.87, Synergy_ZIP=-2.45, Synergy_Bliss=-1.50, Synergy_Loewe=-2.50, Synergy_HSA=-2.49. (3) Drug 1: CC1=C(C=C(C=C1)NC(=O)C2=CC=C(C=C2)CN3CCN(CC3)C)NC4=NC=CC(=N4)C5=CN=CC=C5. Drug 2: CC1=C2C(C(=O)C3(C(CC4C(C3C(C(C2(C)C)(CC1OC(=O)C(C(C5=CC=CC=C5)NC(=O)C6=CC=CC=C6)O)O)OC(=O)C7=CC=CC=C7)(CO4)OC(=O)C)O)C)OC(=O)C. Cell line: OVCAR-5. Synergy scores: CSS=58.9, Synergy_ZIP=12.9, Synergy_Bliss=17.9, Synergy_Loewe=-7.63, Synergy_HSA=5.88.